Task: Binary Classification. Given a T-cell receptor sequence (or CDR3 region) and an epitope sequence, predict whether binding occurs between them.. Dataset: TCR-epitope binding with 47,182 pairs between 192 epitopes and 23,139 TCRs (1) The epitope is AMFWSVPTV. The TCR CDR3 sequence is CASSDLLTGELFF. Result: 1 (the TCR binds to the epitope). (2) The epitope is RLRAEAQVK. The TCR CDR3 sequence is CASSQTGPTGELFF. Result: 0 (the TCR does not bind to the epitope). (3) The epitope is LPPIVAKEI. The TCR CDR3 sequence is CASSVSAIYNEQFF. Result: 1 (the TCR binds to the epitope). (4) Result: 0 (the TCR does not bind to the epitope). The TCR CDR3 sequence is CASSAGTLYEQYF. The epitope is KTSVDCTMYI.